This data is from Forward reaction prediction with 1.9M reactions from USPTO patents (1976-2016). The task is: Predict the product of the given reaction. (1) Given the reactants [Br:1][C:2]1[CH:3]=[CH:4][C:5]([O:11][CH2:12][CH3:13])=[C:6]([CH:10]=1)[C:7]([OH:9])=O.Cl.[CH3:15][O:16][C:17](=[O:30])[C@@H:18]([CH2:20][C:21]1[C:29]2[C:24](=[CH:25][CH:26]=[CH:27][CH:28]=2)[NH:23][CH:22]=1)[NH2:19].C1C=CC2N(O)N=NC=2C=1.C(N(C(C)C)CC)(C)C, predict the reaction product. The product is: [Br:1][C:2]1[CH:3]=[CH:4][C:5]([O:11][CH2:12][CH3:13])=[C:6]([CH:10]=1)[C:7]([NH:19][C@H:18]([CH2:20][C:21]1[C:29]2[C:24](=[CH:25][CH:26]=[CH:27][CH:28]=2)[NH:23][CH:22]=1)[C:17]([O:16][CH3:15])=[O:30])=[O:9]. (2) Given the reactants Br[C:2]1[CH:11]=[C:10]2[C:5]([CH:6]=[CH:7][C:8]([C@H:12]([OH:14])[CH3:13])=[CH:9]2)=[CH:4][CH:3]=1.[C:15]([SiH2:19][O:20][C:21]([CH3:38])([CH3:37])[C@@:22]([CH3:36])([CH:34]=[CH2:35])[C:23]([N:25]1[C@H:29]([CH:30]([CH3:32])[CH3:31])[CH2:28][O:27][C:26]1=[O:33])=[O:24])([CH3:18])([CH3:17])[CH3:16].C1(C)C=CC=CC=1P(C1C=CC=CC=1C)C1C=CC=CC=1C.C1(CNCC2CCCCC2)CCCCC1, predict the reaction product. The product is: [C:15]([SiH2:19][O:20][C:21]([CH3:37])([CH3:38])[C@@:22]([CH3:36])(/[CH:34]=[CH:35]/[C:2]1[CH:3]=[CH:4][C:5]2[C:10](=[CH:9][C:8]([C@H:12]([OH:14])[CH3:13])=[CH:7][CH:6]=2)[CH:11]=1)[C:23]([N:25]1[C@H:29]([CH:30]([CH3:31])[CH3:32])[CH2:28][O:27][C:26]1=[O:33])=[O:24])([CH3:18])([CH3:17])[CH3:16].